This data is from Forward reaction prediction with 1.9M reactions from USPTO patents (1976-2016). The task is: Predict the product of the given reaction. (1) Given the reactants C[C:2]([S:7]([CH:10]1[CH2:15][CH2:14][O:13][CH2:12][CH2:11]1)(=[O:9])=[O:8])([CH3:6])[C:3]([OH:5])=O.O=S(Cl)Cl.[NH2:20][C:21]1[O:25][N:24]=[C:23]([C:26]([CH3:30])([CH3:29])[C:27]#[N:28])[CH:22]=1.CCN(C(C)C)C(C)C, predict the reaction product. The product is: [C:27]([C:26]([CH3:30])([CH3:29])[C:23]1[CH:22]=[C:21]([NH:20][C:3](=[O:5])[CH:2]([S:7]([CH:10]2[CH2:11][CH2:12][O:13][CH2:14][CH2:15]2)(=[O:8])=[O:9])[CH3:6])[O:25][N:24]=1)#[N:28]. (2) The product is: [CH2:5]([NH:6][C:9]1[CH:10]=[CH:11][N:6]([CH2:5][C:4]2[CH:14]=[CH:15][CH:16]=[C:2]([F:1])[CH:3]=2)[C:7](=[O:13])[CH:8]=1)[C:4]1[CH:14]=[CH:15][CH:16]=[CH:2][CH:3]=1. Given the reactants [F:1][C:2]1[CH:3]=[C:4]([CH:14]=[CH:15][CH:16]=1)[CH2:5][N:6]1[CH:11]=[CH:10][C:9](O)=[CH:8][C:7]1=[O:13], predict the reaction product. (3) Given the reactants [C:1]([O:8][CH2:9][CH3:10])(=[O:7])/[CH:2]=[CH:3]/[C:4]([O-:6])=[O:5].F[C:12](F)(F)C(O)=O.[CH2:18]([N:25]([Si](C)(C)C)[CH2:26]OC)[C:19]1[CH:24]=[CH:23][CH:22]=[CH:21][CH:20]=1, predict the reaction product. The product is: [CH2:9]([O:8][C:1]([C@H:2]1[C@H:3]([C:4]([OH:6])=[O:5])[CH2:26][N:25]([CH2:18][C:19]2[CH:24]=[CH:23][CH:22]=[CH:21][CH:20]=2)[CH2:12]1)=[O:7])[CH3:10]. (4) Given the reactants [H-].[Na+].[N+:3]([C:6]1[CH:11]=[CH:10][C:9]([N:12]2[C:21]3[N:22]4[CH:28]=[C:27]([NH:29][C:30](=[O:36])[CH2:31][CH2:32][CH2:33][CH2:34][CH3:35])[CH:26]=[CH:25][C:23]4=[N:24][C:20]=3[C:19]3[C:14](=[CH:15][CH:16]=[CH:17][CH:18]=3)[C:13]2=[O:37])=[CH:8][CH:7]=1)([O-:5])=[O:4].[CH3:38]I.O, predict the reaction product. The product is: [N+:3]([C:6]1[CH:7]=[CH:8][C:9]([N:12]2[C:21]3[N:22]4[CH:28]=[C:27]([N:29]([CH3:38])[C:30](=[O:36])[CH2:31][CH2:32][CH2:33][CH2:34][CH3:35])[CH:26]=[CH:25][C:23]4=[N:24][C:20]=3[C:19]3[C:14](=[CH:15][CH:16]=[CH:17][CH:18]=3)[C:13]2=[O:37])=[CH:10][CH:11]=1)([O-:5])=[O:4]. (5) Given the reactants [NH2:1][C:2]1[N:7]=[C:6]([C:8](OC)=[O:9])[CH:5]=[CH:4][N:3]=1.[BH4-].[Na+].Cl.C(=O)([O-])O.[Na+], predict the reaction product. The product is: [NH2:1][C:2]1[N:7]=[C:6]([CH2:8][OH:9])[CH:5]=[CH:4][N:3]=1. (6) The product is: [F:13][C:9]1[C:8]([F:14])=[C:7]2[C:12]([C:3]([CH2:2][N:22]3[C:23]4[CH:29]=[CH:28][CH:27]=[CH:26][C:24]=4[N:25]=[C:21]3[CH2:16][C:17]([CH3:20])([CH3:19])[CH3:18])=[CH:4][C:5](=[O:15])[NH:6]2)=[CH:11][CH:10]=1. Given the reactants Br[CH2:2][C:3]1[C:12]2[C:7](=[C:8]([F:14])[C:9]([F:13])=[CH:10][CH:11]=2)[NH:6][C:5](=[O:15])[CH:4]=1.[CH2:16]([C:21]1[NH:25][C:24]2[CH:26]=[CH:27][CH:28]=[CH:29][C:23]=2[N:22]=1)[C:17]([CH3:20])([CH3:19])[CH3:18], predict the reaction product. (7) Given the reactants [CH3:1][O:2][C:3]([C:5]1[CH:6]=[C:7]([Cl:19])[C:8]([C:11]2[CH:12]=[N:13][C:14]([CH:17]=O)=[CH:15][CH:16]=2)=[N:9][CH:10]=1)=[O:4].[O:20]1[CH2:25][CH2:24][N:23]([C:26]2[CH:27]=[C:28]([NH2:33])[C:29]([NH2:32])=[CH:30][CH:31]=2)[CH2:22][CH2:21]1, predict the reaction product. The product is: [CH3:1][O:2][C:3]([C:5]1[CH:6]=[C:7]([Cl:19])[C:8]([C:11]2[CH:12]=[N:13][C:14]([C:17]3[NH:33][C:28]4[CH:27]=[C:26]([N:23]5[CH2:24][CH2:25][O:20][CH2:21][CH2:22]5)[CH:31]=[CH:30][C:29]=4[N:32]=3)=[CH:15][CH:16]=2)=[N:9][CH:10]=1)=[O:4]. (8) Given the reactants [F:1][C:2]1[C:7](B(O)O)=[CH:6][CH:5]=[CH:4][N:3]=1.Br[C:12]1[CH:13]=[C:14]([C:18]2([C:29]3[CH:34]=[CH:33][N:32]=[CH:31][CH:30]=3)[C:26]3[C:21](=[CH:22][CH:23]=[C:24]([F:27])[CH:25]=3)[C:20]([NH2:28])=[N:19]2)[CH:15]=[CH:16][CH:17]=1, predict the reaction product. The product is: [F:27][C:24]1[CH:25]=[C:26]2[C:21]([C:20]([NH2:28])=[N:19][C:18]2([C:14]2[CH:15]=[CH:16][CH:17]=[C:12]([C:7]3[C:2]([F:1])=[N:3][CH:4]=[CH:5][CH:6]=3)[CH:13]=2)[C:29]2[CH:34]=[CH:33][N:32]=[CH:31][CH:30]=2)=[CH:22][CH:23]=1. (9) Given the reactants [Br:1][C:2]1[CH:3]=[C:4]([C:14](O)=[O:15])[C:5]([C:8]2[CH:13]=[CH:12][CH:11]=[CH:10][CH:9]=2)=[CH:6][CH:7]=1, predict the reaction product. The product is: [Br:1][C:2]1[CH:7]=[CH:6][C:5]([C:8]2[CH:13]=[CH:12][CH:11]=[CH:10][CH:9]=2)=[C:4]([CH2:14][OH:15])[CH:3]=1.